Dataset: Forward reaction prediction with 1.9M reactions from USPTO patents (1976-2016). Task: Predict the product of the given reaction. (1) Given the reactants [C:1]([C:5]1[C:13]2[C:8](=[CH:9][C:10]([N+:18]([O-])=O)=[C:11]([C:14]([F:17])([F:16])[F:15])[CH:12]=2)[NH:7][CH:6]=1)([CH3:4])([CH3:3])[CH3:2].O.O.Cl[Sn]Cl.C(O)C, predict the reaction product. The product is: [C:1]([C:5]1[C:13]2[C:8](=[CH:9][C:10]([NH2:18])=[C:11]([C:14]([F:15])([F:16])[F:17])[CH:12]=2)[NH:7][CH:6]=1)([CH3:4])([CH3:2])[CH3:3]. (2) Given the reactants Cl.Cl.C(O[C:6]([C:8]1[CH:9]=[C:10]2[C:14](=[CH:15][CH:16]=1)[NH:13][N:12]=[C:11]2[C:17]1[CH:26]=[CH:25][C:24]2[C:19](=[CH:20][CH:21]=[C:22]([O:27][CH3:28])[CH:23]=2)[CH:18]=1)=[NH:7])C.[CH3:29][N:30]1[CH2:35][CH2:34][CH:33]([CH2:36][C:37]([NH:39][NH2:40])=O)[CH2:32][CH2:31]1.C(N(CC)CC)C, predict the reaction product. The product is: [CH3:28][O:27][C:22]1[CH:23]=[C:24]2[C:19](=[CH:20][CH:21]=1)[CH:18]=[C:17]([C:11]1[C:10]3[C:14](=[CH:15][CH:16]=[C:8]([C:6]4[N:7]=[C:37]([CH2:36][CH:33]5[CH2:32][CH2:31][N:30]([CH3:29])[CH2:35][CH2:34]5)[NH:39][N:40]=4)[CH:9]=3)[NH:13][N:12]=1)[CH:26]=[CH:25]2. (3) Given the reactants [H-].[Na+].[NH2:3][C:4]1[CH:5]=[C:6]([C:11]([F:14])([F:13])[F:12])[CH:7]=[C:8]([F:10])[CH:9]=1.[CH:15]1C=C(OC(OC2N=CC=CC=2)=S)N=CC=1.[NH:31]([C:33](=[O:55])[C:34]([NH:36][C:37]1[CH:54]=[CH:53][C:40]([O:41][C@@H:42]2[CH2:47][CH2:46][C@H:45]([C:48]([O:50]CC)=[O:49])[CH2:44][CH2:43]2)=[CH:39][CH:38]=1)=[O:35])[NH2:32].CCN=C=NCCCN(C)C.[OH-].[Na+].Cl, predict the reaction product. The product is: [F:10][C:8]1[CH:9]=[C:4]([NH:3][C:15]2[O:55][C:33]([C:34]([NH:36][C:37]3[CH:54]=[CH:53][C:40]([O:41][C@@H:42]4[CH2:47][CH2:46][C@H:45]([C:48]([OH:50])=[O:49])[CH2:44][CH2:43]4)=[CH:39][CH:38]=3)=[O:35])=[N:31][N:32]=2)[CH:5]=[C:6]([C:11]([F:14])([F:12])[F:13])[CH:7]=1.